From a dataset of NCI-60 drug combinations with 297,098 pairs across 59 cell lines. Regression. Given two drug SMILES strings and cell line genomic features, predict the synergy score measuring deviation from expected non-interaction effect. Drug 1: CN1C2=C(C=C(C=C2)N(CCCl)CCCl)N=C1CCCC(=O)O.Cl. Drug 2: CC12CCC3C(C1CCC2O)C(CC4=C3C=CC(=C4)O)CCCCCCCCCS(=O)CCCC(C(F)(F)F)(F)F. Cell line: K-562. Synergy scores: CSS=7.54, Synergy_ZIP=-4.46, Synergy_Bliss=-11.0, Synergy_Loewe=-3.30, Synergy_HSA=-6.17.